From a dataset of Reaction yield outcomes from USPTO patents with 853,638 reactions. Predict the reaction yield, written as a fraction of the theoretical maximum amount of product (1.0 means a 100% yield; for example, 0.34 means a 34% yield). (1) The reactants are [NH2:1][CH2:2][C:3]1([C:16]([O:18][CH3:19])=[O:17])[CH2:8][CH2:7][N:6]([C:9]([O:11][C:12]([CH3:15])([CH3:14])[CH3:13])=[O:10])[CH2:5][CH2:4]1.[CH3:20][O:21][C:22]1[CH:29]=[CH:28][C:25]([CH:26]=O)=[CH:24][CH:23]=1.C([BH3-])#N.[Na+]. The catalyst is CO. The product is [CH3:20][O:21][C:22]1[CH:29]=[CH:28][C:25]([CH2:26][NH:1][CH2:2][C:3]2([C:16]([O:18][CH3:19])=[O:17])[CH2:4][CH2:5][N:6]([C:9]([O:11][C:12]([CH3:14])([CH3:15])[CH3:13])=[O:10])[CH2:7][CH2:8]2)=[CH:24][CH:23]=1. The yield is 0.580. (2) The product is [CH2:22]([O:1][C:2]1[CH:9]=[C:8]([O:10][C:11]2[CH:20]=[CH:19][C:14]3[B:15]([OH:18])[O:16][CH2:17][C:13]=3[CH:12]=2)[CH:7]=[CH:6][C:3]=1[C:4]#[N:5])[CH3:23]. The yield is 0.590. The reactants are [OH:1][C:2]1[CH:9]=[C:8]([O:10][C:11]2[CH:20]=[CH:19][C:14]3[B:15]([OH:18])[O:16][CH2:17][C:13]=3[CH:12]=2)[CH:7]=[CH:6][C:3]=1[C:4]#[N:5].I[CH2:22][CH3:23].CN(C)C=O.[H-].[Na+]. The catalyst is O.